From a dataset of Reaction yield outcomes from USPTO patents with 853,638 reactions. Predict the reaction yield, written as a fraction of the theoretical maximum amount of product (1.0 means a 100% yield; for example, 0.34 means a 34% yield). (1) The reactants are C([O:3][C:4]([C:6]1[C:7]([C:12]2[CH:17]=[CH:16][CH:15]=[C:14]([Cl:18])[CH:13]=2)=[N:8][O:9][C:10]=1[CH3:11])=[O:5])C.[OH-].[Na+].Cl.O. The catalyst is C(O)C. The product is [Cl:18][C:14]1[CH:13]=[C:12]([C:7]2[C:6]([C:4]([OH:5])=[O:3])=[C:10]([CH3:11])[O:9][N:8]=2)[CH:17]=[CH:16][CH:15]=1. The yield is 0.970. (2) The reactants are [F:1][C:2]1[CH:7]=[CH:6][C:5]([C:8]2[O:9][CH:10]=[C:11]([C:13]([CH3:17])([CH3:16])[CH2:14][NH2:15])[N:12]=2)=[CH:4][CH:3]=1.[F:18][CH:19]([F:34])[C:20]1[O:24][N:23]=[C:22]([C:25]2[CH:26]=[N:27][CH:28]=[C:29]([CH:33]=2)[C:30](O)=[O:31])[N:21]=1. No catalyst specified. The product is [F:34][CH:19]([F:18])[C:20]1[O:24][N:23]=[C:22]([C:25]2[CH:26]=[N:27][CH:28]=[C:29]([CH:33]=2)[C:30]([NH:15][CH2:14][C:13]([C:11]2[N:12]=[C:8]([C:5]3[CH:4]=[CH:3][C:2]([F:1])=[CH:7][CH:6]=3)[O:9][CH:10]=2)([CH3:17])[CH3:16])=[O:31])[N:21]=1. The yield is 0.240.